Predict the reaction yield, written as a fraction of the theoretical maximum amount of product (1.0 means a 100% yield; for example, 0.34 means a 34% yield). From a dataset of Reaction yield outcomes from USPTO patents with 853,638 reactions. (1) The yield is 0.293. The catalyst is C(Cl)Cl. The reactants are [Cl:1][C:2]1[CH:7]=[CH:6][C:5]([C@@H:8]([NH:16][C:17]([C:19]2([NH:34]C(=O)OC(C)(C)C)[CH2:24][CH2:23][N:22]([C:25]3[C:26]4[CH:33]=[CH:32][NH:31][C:27]=4[N:28]=[CH:29][N:30]=3)[CH2:21][CH2:20]2)=[O:18])[CH2:9][CH2:10][N:11]([CH2:14][CH3:15])[CH2:12][CH3:13])=[CH:4][CH:3]=1.C(O)(C(F)(F)F)=O. The product is [NH2:34][C:19]1([C:17]([NH:16][C@H:8]([C:5]2[CH:6]=[CH:7][C:2]([Cl:1])=[CH:3][CH:4]=2)[CH2:9][CH2:10][N:11]([CH2:12][CH3:13])[CH2:14][CH3:15])=[O:18])[CH2:20][CH2:21][N:22]([C:25]2[C:26]3[CH:33]=[CH:32][NH:31][C:27]=3[N:28]=[CH:29][N:30]=2)[CH2:23][CH2:24]1. (2) No catalyst specified. The yield is 0.410. The product is [C:21]([C:25]1[CH:29]=[C:28]([NH:30][C:31]([NH:1][C:2]2[CH:19]=[CH:18][C:5]([O:6][C:7]3[C:16]4[N:15]=[CH:14][C:13](=[O:17])[NH:12][C:11]=4[N:10]=[CH:9][CH:8]=3)=[CH:4][C:3]=2[F:20])=[O:32])[N:27]([C:33]2[CH:38]=[CH:37][C:36]([S:39]([CH3:42])(=[O:41])=[O:40])=[CH:35][CH:34]=2)[N:26]=1)([CH3:24])([CH3:22])[CH3:23]. The reactants are [NH2:1][C:2]1[CH:19]=[CH:18][C:5]([O:6][C:7]2[C:16]3[N:15]=[CH:14][C:13](=[O:17])[NH:12][C:11]=3[N:10]=[CH:9][CH:8]=2)=[CH:4][C:3]=1[F:20].[C:21]([C:25]1[CH:29]=[C:28]([N:30]=[C:31]=[O:32])[N:27]([C:33]2[CH:38]=[CH:37][C:36]([S:39]([CH3:42])(=[O:41])=[O:40])=[CH:35][CH:34]=2)[N:26]=1)([CH3:24])([CH3:23])[CH3:22].C(Cl)Cl. (3) The reactants are [NH2:1][C:2]1[CH:3]=[C:4]([CH:21]=[CH:22][C:23]=1[Br:24])[O:5][C:6]1[CH:7]=[CH:8][C:9]2[N:10]([CH:12]=[C:13]([NH:15][C:16]([CH:18]3[CH2:20][CH2:19]3)=[O:17])[N:14]=2)[N:11]=1.[CH3:25][N:26]1[C:30]([C:31](Cl)=[O:32])=[CH:29][C:28]([CH3:34])=[N:27]1.C(=O)([O-])O.[Na+]. The catalyst is CN1CCCC1=O. The product is [Br:24][C:23]1[CH:22]=[CH:21][C:4]([O:5][C:6]2[CH:7]=[CH:8][C:9]3[N:10]([CH:12]=[C:13]([NH:15][C:16]([CH:18]4[CH2:20][CH2:19]4)=[O:17])[N:14]=3)[N:11]=2)=[CH:3][C:2]=1[NH:1][C:31]([C:30]1[N:26]([CH3:25])[N:27]=[C:28]([CH3:34])[CH:29]=1)=[O:32]. The yield is 0.860. (4) The product is [CH3:21][NH:22][C:23]1[S:24][C:11]2[C:10](=[O:13])[C:9]3[CH:8]=[CH:7][CH:6]=[CH:5][C:4]=3[C:3](=[O:14])[C:2]=2[N:25]=1. The catalyst is C(O)(C)C. The reactants are Cl[C:2]1[C:3](=[O:14])[C:4]2[C:9]([C:10](=[O:13])[C:11]=1Cl)=[CH:8][CH:7]=[CH:6][CH:5]=2.C([O-])([O-])=O.[K+].[K+].[CH3:21][NH:22][C:23]([NH2:25])=[S:24]. The yield is 0.00930. (5) The reactants are [CH:1]1([CH2:6][C@@H:7]([C:16](=[O:31])[N:17]2[CH:21]([C:22]([NH:24][C:25]3[CH:30]=[CH:29][CH:28]=[CH:27][CH:26]=3)=[O:23])[CH2:20][CH:19]=[N:18]2)[CH2:8][C:9]([O:11]C(C)(C)C)=[O:10])[CH2:5][CH2:4][CH2:3][CH2:2]1.Cl. The catalyst is O1CCOCC1. The product is [CH:1]1([CH2:6][C@@H:7]([C:16](=[O:31])[N:17]2[CH:21]([C:22]([NH:24][C:25]3[CH:30]=[CH:29][CH:28]=[CH:27][CH:26]=3)=[O:23])[CH2:20][CH:19]=[N:18]2)[CH2:8][C:9]([OH:11])=[O:10])[CH2:5][CH2:4][CH2:3][CH2:2]1. The yield is 1.00. (6) The reactants are [C:1]([O:5][C:6]([NH:8][C@:9]1([C:14]([OH:16])=O)[CH2:11][C@H:10]1[CH:12]=[CH2:13])=[O:7])([CH3:4])([CH3:3])[CH3:2].C1N=CN(C(N2C=NC=C2)=O)C=1.[CH:29]1([S:32]([NH2:35])(=[O:34])=[O:33])[CH2:31][CH2:30]1.C1CCN2C(=NCCC2)CC1. The catalyst is C1COCC1. The product is [C:1]([O:5][C:6]([NH:8][C@:9]1([C:14]([NH:35][S:32]([CH:29]2[CH2:31][CH2:30]2)(=[O:34])=[O:33])=[O:16])[CH2:11][C@H:10]1[CH:12]=[CH2:13])=[O:7])([CH3:2])([CH3:3])[CH3:4]. The yield is 0.920. (7) The reactants are [O:1]=[C:2]1[CH:18]=[C:17]([CH:19]2[CH2:24][CH2:23][N:22](C(OC(C)(C)C)=O)[CH2:21][CH2:20]2)[N:5]2[N:6]=[C:7]3[C:12]([CH:11]=[C:10]([C:13]([F:16])([F:15])[F:14])[CH:9]=[CH:8]3)=[C:4]2[NH:3]1.[ClH:32]. The catalyst is O1CCOCC1. The product is [ClH:32].[NH:22]1[CH2:23][CH2:24][CH:19]([C:17]2[N:5]3[N:6]=[C:7]4[C:12]([CH:11]=[C:10]([C:13]([F:14])([F:16])[F:15])[CH:9]=[CH:8]4)=[C:4]3[NH:3][C:2](=[O:1])[CH:18]=2)[CH2:20][CH2:21]1. The yield is 0.940. (8) The reactants are [Cl:1][C:2]1[CH:3]=[C:4]([I:21])[CH:5]=[C:6]2[C:11]=1[O:10][CH:9]([C:12]([F:15])([F:14])[F:13])[C:8]([C:16]([O:18]CC)=[O:17])=[CH:7]2.O[Li].O.Cl. The catalyst is C1COCC1.CO.O. The product is [Cl:1][C:2]1[CH:3]=[C:4]([I:21])[CH:5]=[C:6]2[C:11]=1[O:10][CH:9]([C:12]([F:14])([F:13])[F:15])[C:8]([C:16]([OH:18])=[O:17])=[CH:7]2. The yield is 0.883.